Dataset: Forward reaction prediction with 1.9M reactions from USPTO patents (1976-2016). Task: Predict the product of the given reaction. (1) Given the reactants [Cl:1][C:2]1[CH:7]=[CH:6][C:5]([C@H:8]2[C@@:10]3([C:18]4[C:13](=[CH:14][CH:15]=[CH:16][CH:17]=4)[N:12]([C:19]4[N:20]=[CH:21][N:22](C(C5C=CC=CC=5)(C5C=CC=CC=5)C5C=CC=CC=5)[CH:23]=4)[C:11]3=[O:43])[CH2:9]2)=[CH:4][CH:3]=1.C(O)(C(F)(F)F)=O.C([O-])(O)=O.[Na+], predict the reaction product. The product is: [Cl:1][C:2]1[CH:7]=[CH:6][C:5]([C@H:8]2[C@@:10]3([C:18]4[C:13](=[CH:14][CH:15]=[CH:16][CH:17]=4)[N:12]([C:19]4[N:20]=[CH:21][NH:22][CH:23]=4)[C:11]3=[O:43])[CH2:9]2)=[CH:4][CH:3]=1. (2) Given the reactants C(OC([N:8]1[C:16]2[C:11](=[CH:12][C:13]([OH:17])=[CH:14][CH:15]=2)[CH2:10][CH2:9]1)=O)(C)(C)C.[ClH:18].O1CCOCC1, predict the reaction product. The product is: [ClH:18].[NH:8]1[C:16]2[C:11](=[CH:12][C:13]([OH:17])=[CH:14][CH:15]=2)[CH2:10][CH2:9]1.